Predict the reaction yield, written as a fraction of the theoretical maximum amount of product (1.0 means a 100% yield; for example, 0.34 means a 34% yield). From a dataset of Reaction yield outcomes from USPTO patents with 853,638 reactions. (1) The reactants are Br[CH2:2][C:3]1[CH:4]=[C:5]([C:15]([C:17]2[O:18][CH:19]=[CH:20][CH:21]=2)=[O:16])[S:6][C:7]=1[C:8]1[CH:13]=[CH:12][C:11]([F:14])=[CH:10][CH:9]=1.[C-:22]#[N:23].[K+].O. The catalyst is O1CCCC1. The product is [F:14][C:11]1[CH:12]=[CH:13][C:8]([C:7]2[S:6][C:5]([C:15]([C:17]3[O:18][CH:19]=[CH:20][CH:21]=3)=[O:16])=[CH:4][C:3]=2[CH2:2][C:22]#[N:23])=[CH:9][CH:10]=1. The yield is 0.110. (2) The reactants are [F:1][C:2]1[CH:3]=[CH:4][C:5]([CH3:11])=[C:6]([CH:10]=1)[C:7]([OH:9])=[O:8].OS(O)(=O)=O.[CH3:17]O. No catalyst specified. The product is [CH3:17][O:8][C:7](=[O:9])[C:6]1[CH:10]=[C:2]([F:1])[CH:3]=[CH:4][C:5]=1[CH3:11]. The yield is 0.780. (3) The product is [CH3:1][CH:2]1[O:7][S:6](=[O:17])(=[O:8])[N:5]([C:9]([O:11][C:12]([CH3:14])([CH3:13])[CH3:15])=[O:10])[CH2:4][CH2:3]1. The yield is 0.610. The catalyst is C(#N)C.O. The reactants are [CH3:1][CH:2]1[O:7][S:6](=[O:8])[N:5]([C:9]([O:11][C:12]([CH3:15])([CH3:14])[CH3:13])=[O:10])[CH2:4][CH2:3]1.I([O-])(=O)(=O)=[O:17].[Na+].Cl. (4) The reactants are [Br:1][C:2]1[CH:3]=[CH:4][C:5]([OH:8])=[N:6][CH:7]=1.C1C=CN=C(C2C=[CH:17][CH:18]=[CH:19]N=2)C=1.C1(B(O)O)CC1.C([O-])([O-])=O.[Na+].[Na+]. The catalyst is ClC(Cl)C.CC([O-])=O.CC([O-])=O.[Cu+2]. The product is [Br:1][C:2]1[CH:3]=[CH:4][C:5](=[O:8])[N:6]([CH:17]2[CH2:18][CH2:19]2)[CH:7]=1. The yield is 0.580. (5) The catalyst is C(O)C.O.O1CCOCC1.O.CCOCC. The product is [C:1]([N:5]1[C:9]([CH3:10])=[C:8]([C:11]([OH:13])=[O:12])[CH:7]=[N:6]1)([CH3:4])([CH3:2])[CH3:3]. The yield is 0.870. The reactants are [C:1]([N:5]1[C:9]([CH3:10])=[C:8]([C:11]([O:13]CC)=[O:12])[CH:7]=[N:6]1)([CH3:4])([CH3:3])[CH3:2].O.[OH-].[Li+].Cl. (6) The yield is 0.270. The reactants are [CH3:1][NH:2][C:3]1[CH:8]=[CH:7][CH:6]=[CH:5][CH:4]=1.CS(O[C@@H:14]([C:19]1[CH:24]=[CH:23][CH:22]=[CH:21][CH:20]=1)[C:15]([O:17][CH3:18])=[O:16])(=O)=O.Cl. The catalyst is C(#N)C. The product is [CH3:18][O:17][C:15](=[O:16])[C@H:14]([N:2]([CH3:1])[C:3]1[CH:8]=[CH:7][CH:6]=[CH:5][CH:4]=1)[C:19]1[CH:24]=[CH:23][CH:22]=[CH:21][CH:20]=1. (7) The product is [F:23][C:20]([F:21])([F:22])[C:12]1[CH:11]=[C:10]([C:8]2[S:9][C:5]([CH2:3][OH:2])=[C:6]([CH3:24])[N:7]=2)[CH:15]=[C:14]([C:16]([F:17])([F:19])[F:18])[CH:13]=1. The reactants are C[O:2][C:3]([C:5]1[S:9][C:8]([C:10]2[CH:15]=[C:14]([C:16]([F:19])([F:18])[F:17])[CH:13]=[C:12]([C:20]([F:23])([F:22])[F:21])[CH:11]=2)=[N:7][C:6]=1[CH3:24])=O.[Li]. The catalyst is O1CCCC1. The yield is 0.950. (8) The reactants are [CH2:1]([C:4]1[C:8]([CH2:9][CH2:10][CH2:11][OH:12])=[CH:7][N:6]([C:13]2[CH:18]=[CH:17][C:16]([C:19]([F:22])([F:21])[F:20])=[CH:15][N:14]=2)[N:5]=1)[CH2:2][CH3:3].O[C:24]1[CH:29]=[CH:28][C:27]([CH2:30][C:31]([O:33]C)=[O:32])=[C:26]([CH3:35])[CH:25]=1.C(P(CCCC)CCCC)CCC.N(C(N1CCCCC1)=O)=NC(N1CCCCC1)=O. The yield is 0.620. The catalyst is O1CCCC1. The product is [CH3:35][C:26]1[CH:25]=[C:24]([O:12][CH2:11][CH2:10][CH2:9][C:8]2[C:4]([CH2:1][CH2:2][CH3:3])=[N:5][N:6]([C:13]3[CH:18]=[CH:17][C:16]([C:19]([F:21])([F:20])[F:22])=[CH:15][N:14]=3)[CH:7]=2)[CH:29]=[CH:28][C:27]=1[CH2:30][C:31]([OH:33])=[O:32]. (9) The reactants are [CH3:1]C(C)([O-])C.[K+].[NH2:7][C:8]1[C:23]([N+:24]([O-:26])=[O:25])=[CH:22][CH:21]=[CH:20][C:9]=1[O:10][CH2:11][C:12]([C:14]1[CH:19]=[CH:18][CH:17]=[CH:16][N:15]=1)=O. The catalyst is [Br-].C[P+](C1C=CC=CC=1)(C1C=CC=CC=1)C1C=CC=CC=1.O1CCCC1. The product is [N+:24]([C:23]1[CH:22]=[CH:21][CH:20]=[C:9]([O:10][CH2:11][C:12]([C:14]2[CH:19]=[CH:18][CH:17]=[CH:16][N:15]=2)=[CH2:1])[C:8]=1[NH2:7])([O-:26])=[O:25]. The yield is 0.200. (10) The reactants are [O:1]1[CH:5]=[CH:4][CH:3]=[C:2]1[C:6]1[C:14]2[C:9](=[CH:10][CH:11]=[C:12]([C:15]#[N:16])[CH:13]=2)[N:8](C2CCCCO2)[N:7]=1.[N:23]([Sn](CCCC)(CCCC)CCCC)=[N+:24]=[N-:25].Cl. The catalyst is C1(C)C=CC=CC=1.O1CCOCC1. The product is [N:23]1[NH:24][N:25]=[N:16][C:15]=1[C:12]1[CH:13]=[C:14]2[C:9](=[CH:10][CH:11]=1)[NH:8][N:7]=[C:6]2[C:2]1[O:1][CH:5]=[CH:4][CH:3]=1. The yield is 0.0470.